Dataset: Forward reaction prediction with 1.9M reactions from USPTO patents (1976-2016). Task: Predict the product of the given reaction. (1) Given the reactants [Cl:1][C:2]1[CH:3]=[C:4]2[C:8](=[CH:9][CH:10]=1)[N:7]([S:11]([C:14]1[CH:15]=[C:16]([CH:31]=[CH:32][CH:33]=1)[C:17]([NH:19][C:20]1[CH:28]=[CH:27][C:26]([C:29]#[N:30])=[CH:25][C:21]=1[C:22](O)=[O:23])=[O:18])(=[O:13])=[O:12])[CH2:6][CH2:5]2.CCN(CC)CC.ClC(OCC)=O, predict the reaction product. The product is: [Cl:1][C:2]1[CH:3]=[C:4]2[C:8](=[CH:9][CH:10]=1)[N:7]([S:11]([C:14]1[CH:15]=[C:16]([C:17]3[O:18][C:22](=[O:23])[C:21]4[CH:25]=[C:26]([C:29]#[N:30])[CH:27]=[CH:28][C:20]=4[N:19]=3)[CH:31]=[CH:32][CH:33]=1)(=[O:13])=[O:12])[CH2:6][CH2:5]2. (2) Given the reactants [OH:1][C:2]1[CH:10]=[C:9]([CH2:11][S:12][CH3:13])[CH:8]=[CH:7][C:3]=1[C:4]([OH:6])=[O:5].[CH2:14](Cl)Cl.C[Si](C=[N+]=[N-])(C)C.CCCCCC, predict the reaction product. The product is: [OH:1][C:2]1[CH:10]=[C:9]([CH2:11][S:12][CH3:13])[CH:8]=[CH:7][C:3]=1[C:4]([O:6][CH3:14])=[O:5]. (3) Given the reactants [F:1][C:2]([F:36])([F:35])[C:3]1[CH:4]=[C:5]([CH:28]=[C:29]([C:31]([F:34])([F:33])[F:32])[CH:30]=1)[CH2:6][N:7]1[CH2:14][CH2:13][CH2:12][O:11][C:10]2[N:15]=[C:16](Cl)[CH:17]=[C:18]([C:19]3[CH:24]=[CH:23][CH:22]=[CH:21][C:20]=3[CH3:25])[C:9]=2[C:8]1=[O:27].[C:37]([N:40]1[CH2:45][CH2:44][NH:43][CH2:42][CH2:41]1)(=[O:39])[CH3:38], predict the reaction product. The product is: [C:37]([N:40]1[CH2:45][CH2:44][N:43]([C:16]2[CH:17]=[C:18]([C:19]3[CH:24]=[CH:23][CH:22]=[CH:21][C:20]=3[CH3:25])[C:9]3[C:8](=[O:27])[N:7]([CH2:6][C:5]4[CH:4]=[C:3]([C:2]([F:36])([F:35])[F:1])[CH:30]=[C:29]([C:31]([F:34])([F:33])[F:32])[CH:28]=4)[CH2:14][CH2:13][CH2:12][O:11][C:10]=3[N:15]=2)[CH2:42][CH2:41]1)(=[O:39])[CH3:38]. (4) Given the reactants [C:1]([NH:4][CH2:5][CH2:6][CH:7]1[C:15]2[C:10](=[CH:11][CH:12]=[C:13]([NH:17][C:18](=O)[CH2:19][C:20]3[CH:25]=[CH:24][CH:23]=[CH:22][CH:21]=3)[C:14]=2[OH:16])[CH2:9][CH2:8]1)(=[O:3])[CH3:2].C1(C)C=CC(S([O-])(=O)=O)=CC=1.[NH+]1C=CC=CC=1, predict the reaction product. The product is: [CH2:19]([C:18]1[O:16][C:14]2[C:15]3[CH:7]([CH2:6][CH2:5][NH:4][C:1](=[O:3])[CH3:2])[CH2:8][CH2:9][C:10]=3[CH:11]=[CH:12][C:13]=2[N:17]=1)[C:20]1[CH:21]=[CH:22][CH:23]=[CH:24][CH:25]=1. (5) Given the reactants COC1C=CC(C(C2C=CC(OC)=CC=2)(C2C=CC=CC=2)[NH:10][C:11]2[O:12][C@H:13]([C:35]([F:38])([F:37])[F:36])[CH2:14][C@:15]([C:18]3[CH:23]=[C:22]([C:24]4[O:25][C:26]5[CH:32]=[C:31]([Cl:33])[CH:30]=[CH:29][C:27]=5[N:28]=4)[CH:21]=[CH:20][C:19]=3[F:34])([CH3:17])[N:16]=2)=CC=1.FC(F)(F)C(O)=O, predict the reaction product. The product is: [Cl:33][C:31]1[CH:30]=[CH:29][C:27]2[N:28]=[C:24]([C:22]3[CH:21]=[CH:20][C:19]([F:34])=[C:18]([C@:15]4([CH3:17])[CH2:14][C@@H:13]([C:35]([F:36])([F:37])[F:38])[O:12][C:11]([NH2:10])=[N:16]4)[CH:23]=3)[O:25][C:26]=2[CH:32]=1. (6) Given the reactants [CH2:1]([C:3]1[CH:20]=[CH:19][C:6]([CH2:7][C:8]2[CH:17]=[CH:16][C:11]([C:12]([O:14]C)=O)=[CH:10][C:9]=2[OH:18])=[CH:5][CH:4]=1)[CH3:2].C(=O)([O-])[O-].[K+].[K+].[CH2:27](Br)[C:28]1[CH:33]=[CH:32][CH:31]=[CH:30][CH:29]=1.O, predict the reaction product. The product is: [CH2:27]([O:18][C:9]1[CH:10]=[C:11]([CH:16]=[CH:17][C:8]=1[CH2:7][C:6]1[CH:5]=[CH:4][C:3]([CH2:1][CH3:2])=[CH:20][CH:19]=1)[CH2:12][OH:14])[C:28]1[CH:33]=[CH:32][CH:31]=[CH:30][CH:29]=1. (7) Given the reactants [CH2:1]([OH:9])[CH2:2][CH2:3][CH2:4][CH2:5][CH2:6][CH2:7][OH:8].Cl[C:11]1[CH:16]=[CH:15][N+:14]([O-:17])=[C:13]([CH3:18])[C:12]=1[CH3:19], predict the reaction product. The product is: [OH:8][CH2:7][CH2:6][CH2:5][CH2:4][CH2:3][CH2:2][CH2:1][O:9][C:11]1[CH:16]=[CH:15][N+:14]([O-:17])=[C:13]([CH3:18])[C:12]=1[CH3:19].